From a dataset of NCI-60 drug combinations with 297,098 pairs across 59 cell lines. Regression. Given two drug SMILES strings and cell line genomic features, predict the synergy score measuring deviation from expected non-interaction effect. (1) Drug 1: CC1=C2C(C(=O)C3(C(CC4C(C3C(C(C2(C)C)(CC1OC(=O)C(C(C5=CC=CC=C5)NC(=O)OC(C)(C)C)O)O)OC(=O)C6=CC=CC=C6)(CO4)OC(=O)C)OC)C)OC. Drug 2: CN1C(=O)N2C=NC(=C2N=N1)C(=O)N. Cell line: HCT-15. Synergy scores: CSS=55.4, Synergy_ZIP=-2.53, Synergy_Bliss=-4.01, Synergy_Loewe=-68.7, Synergy_HSA=-4.93. (2) Drug 1: CN(C)N=NC1=C(NC=N1)C(=O)N. Drug 2: C#CCC(CC1=CN=C2C(=N1)C(=NC(=N2)N)N)C3=CC=C(C=C3)C(=O)NC(CCC(=O)O)C(=O)O. Cell line: K-562. Synergy scores: CSS=-6.63, Synergy_ZIP=-14.1, Synergy_Bliss=-35.8, Synergy_Loewe=-63.3, Synergy_HSA=-34.8. (3) Synergy scores: CSS=52.3, Synergy_ZIP=-5.33, Synergy_Bliss=-6.44, Synergy_Loewe=-8.26, Synergy_HSA=-3.21. Drug 1: CC1OCC2C(O1)C(C(C(O2)OC3C4COC(=O)C4C(C5=CC6=C(C=C35)OCO6)C7=CC(=C(C(=C7)OC)O)OC)O)O. Cell line: HCT116. Drug 2: CC1=C2C(C(=O)C3(C(CC4C(C3C(C(C2(C)C)(CC1OC(=O)C(C(C5=CC=CC=C5)NC(=O)OC(C)(C)C)O)O)OC(=O)C6=CC=CC=C6)(CO4)OC(=O)C)O)C)O. (4) Drug 1: CC1=C(C=C(C=C1)NC2=NC=CC(=N2)N(C)C3=CC4=NN(C(=C4C=C3)C)C)S(=O)(=O)N.Cl. Drug 2: CC(C)(C#N)C1=CC(=CC(=C1)CN2C=NC=N2)C(C)(C)C#N. Cell line: LOX IMVI. Synergy scores: CSS=2.45, Synergy_ZIP=-2.67, Synergy_Bliss=-2.44, Synergy_Loewe=0.454, Synergy_HSA=0.189. (5) Drug 1: C1CN(P(=O)(OC1)NCCCl)CCCl. Drug 2: COCCOC1=C(C=C2C(=C1)C(=NC=N2)NC3=CC=CC(=C3)C#C)OCCOC.Cl. Cell line: HCT-15. Synergy scores: CSS=-2.99, Synergy_ZIP=6.29, Synergy_Bliss=13.5, Synergy_Loewe=-4.44, Synergy_HSA=-1.28. (6) Drug 1: CN(C)N=NC1=C(NC=N1)C(=O)N. Drug 2: CC12CCC3C(C1CCC2OP(=O)(O)O)CCC4=C3C=CC(=C4)OC(=O)N(CCCl)CCCl.[Na+]. Cell line: SF-539. Synergy scores: CSS=2.33, Synergy_ZIP=-3.86, Synergy_Bliss=-5.18, Synergy_Loewe=-6.87, Synergy_HSA=-4.70. (7) Cell line: K-562. Drug 1: CC1=CC2C(CCC3(C2CCC3(C(=O)C)OC(=O)C)C)C4(C1=CC(=O)CC4)C. Drug 2: CS(=O)(=O)CCNCC1=CC=C(O1)C2=CC3=C(C=C2)N=CN=C3NC4=CC(=C(C=C4)OCC5=CC(=CC=C5)F)Cl. Synergy scores: CSS=5.60, Synergy_ZIP=0.117, Synergy_Bliss=-1.76, Synergy_Loewe=-4.91, Synergy_HSA=-3.24. (8) Drug 1: CC(CN1CC(=O)NC(=O)C1)N2CC(=O)NC(=O)C2. Drug 2: CN1C2=C(C=C(C=C2)N(CCCl)CCCl)N=C1CCCC(=O)O.Cl. Cell line: SR. Synergy scores: CSS=65.5, Synergy_ZIP=-0.388, Synergy_Bliss=-2.19, Synergy_Loewe=-4.21, Synergy_HSA=1.89. (9) Cell line: K-562. Drug 1: C1CC(C1)(C(=O)O)C(=O)O.[NH2-].[NH2-].[Pt+2]. Drug 2: CCCCCOC(=O)NC1=NC(=O)N(C=C1F)C2C(C(C(O2)C)O)O. Synergy scores: CSS=5.27, Synergy_ZIP=0.865, Synergy_Bliss=-8.55, Synergy_Loewe=-1.42, Synergy_HSA=-4.39.